From a dataset of NCI-60 drug combinations with 297,098 pairs across 59 cell lines. Regression. Given two drug SMILES strings and cell line genomic features, predict the synergy score measuring deviation from expected non-interaction effect. (1) Drug 1: CN1C2=C(C=C(C=C2)N(CCCl)CCCl)N=C1CCCC(=O)O.Cl. Drug 2: B(C(CC(C)C)NC(=O)C(CC1=CC=CC=C1)NC(=O)C2=NC=CN=C2)(O)O. Cell line: SN12C. Synergy scores: CSS=25.9, Synergy_ZIP=3.67, Synergy_Bliss=3.53, Synergy_Loewe=-24.2, Synergy_HSA=5.62. (2) Drug 1: C1=CC(=CC=C1CC(C(=O)O)N)N(CCCl)CCCl.Cl. Drug 2: C(CN)CNCCSP(=O)(O)O. Cell line: SNB-19. Synergy scores: CSS=10.5, Synergy_ZIP=0.216, Synergy_Bliss=12.1, Synergy_Loewe=0.0711, Synergy_HSA=4.54. (3) Drug 1: C1=C(C(=O)NC(=O)N1)N(CCCl)CCCl. Drug 2: CC(C)NC(=O)C1=CC=C(C=C1)CNNC.Cl. Cell line: NCI/ADR-RES. Synergy scores: CSS=25.9, Synergy_ZIP=-1.82, Synergy_Bliss=7.32, Synergy_Loewe=-6.68, Synergy_HSA=4.14. (4) Drug 1: C1=CC(=CC=C1CC(C(=O)O)N)N(CCCl)CCCl.Cl. Drug 2: C1CNP(=O)(OC1)N(CCCl)CCCl. Cell line: BT-549. Synergy scores: CSS=8.15, Synergy_ZIP=-1.49, Synergy_Bliss=0.866, Synergy_Loewe=-13.7, Synergy_HSA=-1.37.